Dataset: Full USPTO retrosynthesis dataset with 1.9M reactions from patents (1976-2016). Task: Predict the reactants needed to synthesize the given product. (1) The reactants are: [F:1][C:2]1[CH:7]=[CH:6][C:5]([C:8]2[C:16]3[C:11](=[CH:12][CH:13]=[C:14]([N+:17]([O-])=O)[CH:15]=3)[N:10](COCCOC)[N:9]=2)=[CH:4][CH:3]=1.[CH:26](=O)[CH3:27]. Given the product [CH2:26]([NH:17][C:14]1[CH:15]=[C:16]2[C:11](=[CH:12][CH:13]=1)[NH:10][N:9]=[C:8]2[C:5]1[CH:4]=[CH:3][C:2]([F:1])=[CH:7][CH:6]=1)[CH3:27], predict the reactants needed to synthesize it. (2) Given the product [CH3:1][O:2][C:3]1[N:4]=[CH:5][C:6]([CH2:7][OH:8])=[C:11]([C:13]([F:16])([F:14])[F:15])[CH:12]=1, predict the reactants needed to synthesize it. The reactants are: [CH3:1][O:2][C:3]1[CH:12]=[C:11]([C:13]([F:16])([F:15])[F:14])[C:6]([C:7](OC)=[O:8])=[CH:5][N:4]=1.[H-].C([Al+]CC(C)C)C(C)C. (3) The reactants are: [F:1][C:2]1[CH:10]=[CH:9][C:8]([CH2:11][C:12]2[C:21]3[C:16](=[CH:17][CH:18]=[CH:19][C:20]=3[O:22][CH3:23])[C:15](=[O:24])[NH:14][N:13]=2)=[CH:7][C:3]=1[C:4](O)=[O:5].[CH2:25]([O:27][CH:28]1[CH2:33][CH2:32][NH:31][CH2:30][CH2:29]1)[CH3:26].C(N(C(C)C)C(C)C)C.CN(C(ON1N=NC2C=CC=CC1=2)=[N+](C)C)C.F[P-](F)(F)(F)(F)F. Given the product [CH2:25]([O:27][CH:28]1[CH2:33][CH2:32][N:31]([C:4]([C:3]2[CH:7]=[C:8]([CH:9]=[CH:10][C:2]=2[F:1])[CH2:11][C:12]2[C:21]3[C:16](=[CH:17][CH:18]=[CH:19][C:20]=3[O:22][CH3:23])[C:15](=[O:24])[NH:14][N:13]=2)=[O:5])[CH2:30][CH2:29]1)[CH3:26], predict the reactants needed to synthesize it. (4) Given the product [Cl:1][C:3]1[N:8]=[CH:7][C:6]([C:9]#[N:10])=[CH:5][N:4]=1, predict the reactants needed to synthesize it. The reactants are: [ClH:1].N[C:3]1[N:8]=[CH:7][C:6]([C:9]#[N:10])=[CH:5][N:4]=1.N([O-])=O.[Na+].[OH-].[Na+]. (5) Given the product [F:18][C:15]([F:16])([F:17])[C:11]1[CH:10]=[C:9]([NH:8][C:1]2[CH2:5][CH2:4][C:3](=[O:6])[CH:2]=2)[CH:14]=[CH:13][N:12]=1, predict the reactants needed to synthesize it. The reactants are: [C:1]1(=O)[CH2:5][CH2:4][C:3](=[O:6])[CH2:2]1.[NH2:8][C:9]1[CH:14]=[CH:13][N:12]=[C:11]([C:15]([F:18])([F:17])[F:16])[CH:10]=1. (6) Given the product [CH:27]1([C:25]2[O:24][N:23]=[C:22]([N:19]3[CH2:20][CH2:21][N:16]([C:13]4[N:12]=[CH:11][C:10]([O:9][CH2:8][C:7]5[C:2]([C:73]#[N:74])=[CH:3][N:4]=[CH:5][CH:6]=5)=[CH:15][N:14]=4)[C@H:17]([CH3:30])[CH2:18]3)[N:26]=2)[CH2:29][CH2:28]1, predict the reactants needed to synthesize it. The reactants are: Br[C:2]1[CH:3]=[N:4][CH:5]=[CH:6][C:7]=1[CH2:8][O:9][C:10]1[CH:11]=[N:12][C:13]([N:16]2[CH2:21][CH2:20][N:19]([C:22]3[N:26]=[C:25]([CH:27]4[CH2:29][CH2:28]4)[O:24][N:23]=3)[CH2:18][C@H:17]2[CH3:30])=[N:14][CH:15]=1.CC1(C)C2C=CC=C(P(C3C=CC=CC=3)C3C=CC=CC=3)C=2OC2C1=CC=CC=2P(C1C=CC=CC=1)C1C=CC=CC=1.[CH3:73][N:74](C=O)C. (7) The reactants are: [N:1]1([CH2:7][CH2:8][CH2:9][O:10][C:11]2[CH:16]=[CH:15][C:14]([C:17]3([C:23]#[N:24])[CH2:22][CH2:21][O:20][CH2:19][CH2:18]3)=[CH:13][CH:12]=2)[CH2:6][CH2:5][S:4][CH2:3][CH2:2]1.[H-].[Al+3].[Li+].[H-].[H-].[H-]. Given the product [N:1]1([CH2:7][CH2:8][CH2:9][O:10][C:11]2[CH:12]=[CH:13][C:14]([C:17]3([CH2:23][NH2:24])[CH2:22][CH2:21][O:20][CH2:19][CH2:18]3)=[CH:15][CH:16]=2)[CH2:6][CH2:5][S:4][CH2:3][CH2:2]1, predict the reactants needed to synthesize it.